This data is from Full USPTO retrosynthesis dataset with 1.9M reactions from patents (1976-2016). The task is: Predict the reactants needed to synthesize the given product. (1) Given the product [NH2:13][C:6]1[CH:7]=[N:8][C:9]2[C:4]([C:5]=1[NH:16][C@H:17]1[CH2:22][CH2:21][N:20]([C:23]([O:25][C:26]([CH3:29])([CH3:27])[CH3:28])=[O:24])[CH2:19][C@@H:18]1[F:30])=[CH:3][C:2]([Br:1])=[C:11]([F:12])[CH:10]=2, predict the reactants needed to synthesize it. The reactants are: [Br:1][C:2]1[CH:3]=[C:4]2[C:9](=[CH:10][C:11]=1[F:12])[N:8]=[CH:7][C:6]([N+:13]([O-])=O)=[C:5]2[NH:16][C@H:17]1[CH2:22][CH2:21][N:20]([C:23]([O:25][C:26]([CH3:29])([CH3:28])[CH3:27])=[O:24])[CH2:19][C@@H:18]1[F:30].S(S([O-])=O)([O-])=O.[Na+].[Na+].CCOC(C)=O.CCCCCC. (2) Given the product [C:1]1([C:25]2[CH:26]=[CH:27][CH:28]=[CH:29][CH:30]=2)[CH:6]=[CH:5][CH:4]=[C:3]([NH:7][C@@H:8]([CH2:12][C:13]2[CH:18]=[CH:17][C:16]([O:21][CH3:22])=[C:15]([O:23][CH3:24])[CH:14]=2)[C:9]([OH:11])=[O:10])[CH:2]=1, predict the reactants needed to synthesize it. The reactants are: [C:1]1([C:25]2[CH:30]=[CH:29][CH:28]=[CH:27][CH:26]=2)[CH:6]=[CH:5][CH:4]=[C:3]([NH:7][C@@H:8]([CH2:12][C:13]2[CH:18]=[C:17](OC)[C:16]([O:21][CH3:22])=[C:15]([O:23][CH3:24])[CH:14]=2)[C:9]([OH:11])=[O:10])[CH:2]=1.COC1C=C(C[C@@H](C(O)=O)N)C=CC=1OC. (3) Given the product [CH2:31]([NH:30][C:28]1[N:27]=[C:26]([NH:34][CH2:35][C:36]#[CH:37])[N:25]=[C:24]([N:23]([CH3:38])[O:22][CH3:21])[N:29]=1)[C:32]#[CH:33], predict the reactants needed to synthesize it. The reactants are: ClC1N=C(NCC#C)N=C(NCC#C)N=1.Cl.CONC.[CH3:21][O:22][N:23]([CH3:38])[C:24]1[N:29]=[C:28]([NH:30][CH2:31][CH2:32][CH3:33])[N:27]=[C:26]([NH:34][CH2:35][C:36]#[CH:37])[N:25]=1. (4) Given the product [F:14][C:7]1[CH:8]=[C:9]2[C:4](=[CH:5][CH:6]=1)[N:3]=[C:2]([NH:1][C:16](=[O:17])[O:18][CH2:19][CH3:20])[C:11]([O:12][CH3:13])=[N:10]2, predict the reactants needed to synthesize it. The reactants are: [NH2:1][C:2]1[C:11]([O:12][CH3:13])=[N:10][C:9]2[C:4](=[CH:5][CH:6]=[C:7]([F:14])[CH:8]=2)[N:3]=1.Cl[C:16]([O:18][CH2:19][CH3:20])=[O:17].N1C=CC=CC=1. (5) Given the product [NH:17]1[C:27]([C:26]([O:30][C:31]([CH3:34])([CH3:33])[CH3:32])=[O:29])=[CH:28][N:24]=[C:18]1[C:19]([O:21][CH2:22][CH3:23])=[O:20], predict the reactants needed to synthesize it. The reactants are: C(C(OCC)=O)#N.NO.Cl.C([O-])([O-])=O.[K+].[K+].[NH2:17]/[C:18](=[N:24]\O)/[C:19]([O:21][CH2:22][CH3:23])=[O:20].[C:26]([O:30][C:31]([CH3:34])([CH3:33])[CH3:32])(=[O:29])[C:27]#[CH:28].CCN(CC)CC. (6) The reactants are: [CH3:1][O:2][C:3]([CH2:5]P(OC)(OC)=O)=[O:4].[H-].[Na+].[CH3:14][O:15][C:16]1[CH:21]=[CH:20][C:19]([C:22]2[C:30]3[C:29]([NH:31][CH2:32][CH2:33][CH2:34][CH:35]=O)=[N:28][CH:27]=[N:26][C:25]=3[O:24][C:23]=2[C:37]2[CH:42]=[CH:41][CH:40]=[CH:39][CH:38]=2)=[CH:18][CH:17]=1. Given the product [CH3:1][O:2][C:3](=[O:4])/[CH:5]=[CH:35]/[CH2:34][CH2:33][CH2:32][NH:31][C:29]1[C:30]2[C:22]([C:19]3[CH:20]=[CH:21][C:16]([O:15][CH3:14])=[CH:17][CH:18]=3)=[C:23]([C:37]3[CH:38]=[CH:39][CH:40]=[CH:41][CH:42]=3)[O:24][C:25]=2[N:26]=[CH:27][N:28]=1, predict the reactants needed to synthesize it. (7) Given the product [CH2:4]([O:5][CH2:6][C:7]([CH2:12][OH:13])([CH2:10][OH:11])[CH2:8][OH:9])[CH2:3][CH:2]([CH2:14][CH2:15][CH2:16][CH:17]([CH2:18][CH2:19][CH2:20][CH:21]([CH2:22][CH2:23][CH2:24][CH:25]([CH3:26])[CH3:27])[CH3:28])[CH3:29])[CH3:1].[OH2:5], predict the reactants needed to synthesize it. The reactants are: [CH3:1][CH:2]([CH2:14][CH2:15][CH2:16][CH:17]([CH3:29])[CH2:18][CH2:19][CH2:20][CH:21]([CH3:28])[CH2:22][CH2:23][CH2:24][CH:25]([CH3:27])[CH3:26])[CH2:3][CH2:4][O:5][CH2:6][C:7]([CH2:12][OH:13])([CH2:10][OH:11])[CH2:8][OH:9]. (8) The reactants are: [CH3:1][O:2][C@H:3]([CH3:22])[C@H:4]([NH:20][OH:21])[CH2:5][S:6]([CH2:9][C:10]1[CH:11]=[N:12][C:13]2[C:18]([CH:19]=1)=[CH:17][CH:16]=[CH:15][CH:14]=2)(=[O:8])=[O:7].[CH3:23][O:24][C@H](C)[C@H](NCC#N)CS(CC1C=NC2C(C=1)=CC=CC=2)(=O)=O.O.C1(C)C=CC(S(O)(=O)=O)=CC=1.ClC1C=C(C=CC=1)C(OO)=O. Given the product [CH3:1][O:2][C@H:3]([CH3:22])[C@H:4]([N:20]([OH:21])[CH:23]=[O:24])[CH2:5][S:6]([CH2:9][C:10]1[CH:11]=[N:12][C:13]2[C:18]([CH:19]=1)=[CH:17][CH:16]=[CH:15][CH:14]=2)(=[O:7])=[O:8], predict the reactants needed to synthesize it.